From a dataset of Antibody paratope prediction from SAbDab with 1,023 antibody chains. Token-level Classification. Given an antibody amino acid sequence, predict which amino acid positions are active in antigen binding. Output is a list of indices for active paratope positions. (1) Given the antibody sequence: EVKLHESGAGLVKPGASVEISCKATGYTFSSFWIEWVKQRPGHGLEWIGEILPGRGRTNYNEKFKGKATFTAETSSNTAYMQLSSLTSEDSAVYYCATGNTMVNMPYWGQGTTVTVSS, which amino acid positions are active in antigen binding (paratope)? The paratope positions are: [52, 83, 84, 85, 104]. (2) Given the antibody sequence: DVVMTQSPEFLAVSLGERATLECKSSHSLLYAPYDKDALVWYQQKPGQPPKLLLDWASSRRSGVSDRFSATSASGRYFTLTISNFRADDVATYYCQQTRWTPPTFGGGTKVDL, which amino acid positions are active in antigen binding (paratope)? The paratope positions are: [30, 31, 32, 33, 34, 35, 72]. (3) The paratope positions are: [31, 83, 84, 85, 104, 105]. Given the antibody sequence: QVQLQESGPGLVKPSGTLSLTCAVSGGSISSSNWWSWVRQPPGKGLEWIGEIYHSGSTNYNPSLKSRVTISVDKSKNQFSLKLSSVTAADTAVYYCARDRDDLSPFDYWGQGTLVTVSS, which amino acid positions are active in antigen binding (paratope)? (4) Given the antibody sequence: DVQLQESGPGLVKPSQSLSLTCSVTGYSITSGYYWNWIRQFPGNKLEWMGYISYDGSNNYNPSLKNRVSITRDTSKNHFFLKLSSVTTEDTATYYCARASDSDGFAYWGQGTLVTVSA, which amino acid positions are active in antigen binding (paratope)? The paratope positions are: [31, 53, 83, 84, 85, 104].